This data is from Reaction yield outcomes from USPTO patents with 853,638 reactions. The task is: Predict the reaction yield, written as a fraction of the theoretical maximum amount of product (1.0 means a 100% yield; for example, 0.34 means a 34% yield). The reactants are F[C:2]1[CH:7]=[CH:6][CH:5]=[CH:4][C:3]=1[N+:8]([O-:10])=[O:9].[C:11]([O:15][C:16]([N:18]1[CH2:23][CH2:22][CH2:21][C@@H:20]([NH2:24])[CH2:19]1)=[O:17])([CH3:14])([CH3:13])[CH3:12].C(=O)([O-])[O-].[K+].[K+]. The catalyst is CN(C=O)C. The product is [C:11]([O:15][C:16]([N:18]1[CH2:23][CH2:22][CH2:21][C@@H:20]([NH:24][C:2]2[CH:7]=[CH:6][CH:5]=[CH:4][C:3]=2[N+:8]([O-:10])=[O:9])[CH2:19]1)=[O:17])([CH3:14])([CH3:12])[CH3:13]. The yield is 0.770.